Task: Predict the reactants needed to synthesize the given product.. Dataset: Full USPTO retrosynthesis dataset with 1.9M reactions from patents (1976-2016) (1) Given the product [CH3:15][O:8][C:7]([C:2]1[CH:3]=[N:4][CH:5]=[CH:6][N:1]=1)=[O:9], predict the reactants needed to synthesize it. The reactants are: [N:1]1[CH:6]=[CH:5][N:4]=[CH:3][C:2]=1[C:7]([OH:9])=[O:8].OS(O)(=O)=O.[CH3:15]O. (2) Given the product [CH3:25][O:26][CH:27]=[C:12]1[C:20]2[C:15](=[CH:16][C:17]([C:21]#[N:22])=[CH:18][CH:19]=2)[CH2:14][CH2:13]1, predict the reactants needed to synthesize it. The reactants are: C[Si]([N-][Si](C)(C)C)(C)C.[Na+].O=[C:12]1[C:20]2[C:15](=[CH:16][C:17]([C:21]#[N:22])=[CH:18][CH:19]=2)[CH2:14][CH2:13]1.C1[CH2:27][O:26][CH2:25]C1.